This data is from Forward reaction prediction with 1.9M reactions from USPTO patents (1976-2016). The task is: Predict the product of the given reaction. (1) Given the reactants [C:1]([C:3]1([NH:6][C:7]([C@@H:9]2[CH2:13][C@@H:12]([S:14]([C:17]3[CH:22]=[CH:21][C:20](Br)=[CH:19][C:18]=3[C:24]([F:27])([F:26])[F:25])(=[O:16])=[O:15])[CH2:11][C@H:10]2[C:28]([N:30]2[CH2:33][C:32]([F:35])([F:34])[CH2:31]2)=[O:29])=[O:8])[CH2:5][CH2:4]1)#[N:2].[Cl:36][C:37]1[CH:42]=[C:41](B(O)O)[CH:40]=[CH:39][N:38]=1, predict the reaction product. The product is: [C:1]([C:3]1([NH:6][C:7]([C@@H:9]2[CH2:13][C@@H:12]([S:14]([C:17]3[CH:22]=[CH:21][C:20]([C:41]4[CH:40]=[CH:39][N:38]=[C:37]([Cl:36])[CH:42]=4)=[CH:19][C:18]=3[C:24]([F:27])([F:26])[F:25])(=[O:16])=[O:15])[CH2:11][C@H:10]2[C:28]([N:30]2[CH2:33][C:32]([F:35])([F:34])[CH2:31]2)=[O:29])=[O:8])[CH2:5][CH2:4]1)#[N:2]. (2) Given the reactants Cl.Cl.[NH:3]1[CH2:7][CH2:6][C@@H:5]([O:8][NH2:9])[CH2:4]1.[Si:10]([O:17][CH2:18][C@:19]12[CH2:35][CH2:34][C:33](=O)[CH2:32][C@@H:31]1[CH2:30][CH2:29][CH:28]1[CH:20]2[CH2:21][CH2:22][C@@:23]2([CH3:38])[CH:27]1[CH2:26][CH2:25][C:24]2=[O:37])([C:13]([CH3:16])([CH3:15])[CH3:14])([CH3:12])[CH3:11].[Na+].[Cl-], predict the reaction product. The product is: [Si:10]([O:17][CH2:18][C@:19]12[CH2:35][CH2:34][C:33](=[N:9][O:8][C@H:5]3[CH2:6][CH2:7][NH:3][CH2:4]3)[CH2:32][C@@H:31]1[CH2:30][CH2:29][CH:28]1[CH:20]2[CH2:21][CH2:22][C@@:23]2([CH3:38])[CH:27]1[CH2:26][CH2:25][C:24]2=[O:37])([C:13]([CH3:16])([CH3:15])[CH3:14])([CH3:12])[CH3:11]. (3) Given the reactants [N:1]12[CH2:8][CH2:7][C:4]([C:9]([C:18]3[CH:23]=[CH:22][CH:21]=[C:20]([CH3:24])[CH:19]=3)([C:11]3[CH:16]=[CH:15][CH:14]=[C:13]([CH3:17])[CH:12]=3)[OH:10])([CH2:5][CH2:6]1)[CH2:3][CH2:2]2.[C:25]1([CH2:31][O:32][CH2:33][CH2:34][Br:35])[CH:30]=[CH:29][CH:28]=[CH:27][CH:26]=1, predict the reaction product. The product is: [Br-:35].[OH:10][C:9]([C:18]1[CH:23]=[CH:22][CH:21]=[C:20]([CH3:24])[CH:19]=1)([C:11]1[CH:16]=[CH:15][CH:14]=[C:13]([CH3:17])[CH:12]=1)[C:4]12[CH2:5][CH2:6][N+:1]([CH2:34][CH2:33][O:32][CH2:31][C:25]3[CH:30]=[CH:29][CH:28]=[CH:27][CH:26]=3)([CH2:8][CH2:7]1)[CH2:2][CH2:3]2.